From a dataset of Reaction yield outcomes from USPTO patents with 853,638 reactions. Predict the reaction yield, written as a fraction of the theoretical maximum amount of product (1.0 means a 100% yield; for example, 0.34 means a 34% yield). (1) The reactants are CC(C)([O-])C.[K+].[N+:7]([C:10]1[S:11][CH:12]=[CH:13][CH:14]=1)([O-:9])=[O:8].[CH:15](Cl)([Cl:17])[Cl:16].CO. The catalyst is CN(C)C=O.[Cl-].[Na+].O.C(O)(=O)C. The product is [Cl:16][CH:15]([Cl:17])[C:14]1[CH:13]=[CH:12][S:11][C:10]=1[N+:7]([O-:9])=[O:8]. The yield is 0.940. (2) The reactants are [CH2:1]([N:5]1[N:9]=[C:8]2[CH:10]=[CH:11][CH:12]=[CH:13][C:7]2=[N:6]1)[CH2:2][C:3]#[CH:4].C([N:18]1[C:22]2[CH:23]=[CH:24][CH:25]=[CH:26]C=2N=N1)CC#C. No catalyst specified. The product is [N:18]1[CH:22]=[CH:23][CH:24]=[CH:25][C:26]=1[C:4]#[C:3][CH2:2][CH2:1][N:5]1[N:6]=[C:7]2[CH:13]=[CH:12][CH:11]=[CH:10][C:8]2=[N:9]1. The yield is 0.0800. (3) The reactants are [NH:1]1[CH2:5][CH2:4][CH:3]([OH:6])[CH2:2]1.C(N(CC)CC)C.[Br:14][C:15]1[CH:16]=[C:17]([S:21](Cl)(=[O:23])=[O:22])[CH:18]=[N:19][CH:20]=1. The catalyst is C(Cl)Cl. The product is [Br:14][C:15]1[CH:16]=[C:17]([S:21]([N:1]2[CH2:5][CH2:4][CH:3]([OH:6])[CH2:2]2)(=[O:23])=[O:22])[CH:18]=[N:19][CH:20]=1. The yield is 0.650. (4) The reactants are [H-].[Na+].[Cl:3][C:4]1[C:13]2[C:8](=[CH:9][CH:10]=[CH:11][CH:12]=2)[C:7]([OH:14])=[CH:6][N:5]=1.[CH2:15](Br)[CH:16]=[CH2:17]. The catalyst is CN(C=O)C.C(OCC)(=O)C. The product is [CH2:17]([O:14][C:7]1[C:8]2[C:13](=[CH:12][CH:11]=[CH:10][CH:9]=2)[C:4]([Cl:3])=[N:5][CH:6]=1)[CH:16]=[CH2:15]. The yield is 0.830. (5) The reactants are [F:1][C:2]([F:35])([F:34])[C:3]1[CH:4]=[C:5]([CH:27]=[C:28]([C:30]([F:33])([F:32])[F:31])[CH:29]=1)[CH2:6][N:7]([CH2:14][C:15]1[CH:22]=[C:21]([C:23]([F:26])([F:25])[F:24])[CH:20]=[CH:19][C:16]=1[CH:17]=[O:18])[C:8]1[N:9]=[N:10][N:11]([CH3:13])[N:12]=1.[CH:36]1([Mg]Br)[CH2:41][CH2:40][CH2:39][CH2:38][CH2:37]1. The catalyst is C1COCC1. The product is [F:33][C:30]([F:31])([F:32])[C:28]1[CH:27]=[C:5]([CH:4]=[C:3]([C:2]([F:1])([F:34])[F:35])[CH:29]=1)[CH2:6][N:7]([CH2:14][C:15]1[CH:22]=[C:21]([C:23]([F:26])([F:25])[F:24])[CH:20]=[CH:19][C:16]=1[CH:17]([CH:36]1[CH2:41][CH2:40][CH2:39][CH2:38][CH2:37]1)[OH:18])[C:8]1[N:9]=[N:10][N:11]([CH3:13])[N:12]=1. The yield is 0.390. (6) The reactants are COC(N([C@@H](C1C=CC=CC=1)C)C(=O)[CH:7]([CH2:14][CH:15]=[CH2:16])[CH2:8][CH2:9][CH2:10][CH2:11][CH2:12][CH3:13])=O.[CH3:26][O-:27].[Na+].[CH3:29][OH:30]. No catalyst specified. The product is [CH2:11]([CH:10]([CH2:9][CH2:8][CH2:7][CH2:14][CH2:15][CH3:16])[C:26]([O:30][CH3:29])=[O:27])[CH:12]=[CH2:13]. The yield is 0.510.